This data is from Forward reaction prediction with 1.9M reactions from USPTO patents (1976-2016). The task is: Predict the product of the given reaction. Given the reactants [CH:1]1[C:13]2[N:12]([CH2:14][CH2:15][OH:16])[C:11]3[C:6](=[CH:7][CH:8]=[CH:9][CH:10]=3)[C:5]=2[CH:4]=[CH:3][N:2]=1.[C:30]1(P([C:30]2[CH:35]=[CH:34][CH:33]=[CH:32][CH:31]=2)[C:30]2[CH:35]=[CH:34][CH:33]=[CH:32][CH:31]=2)[CH:35]=[CH:34][CH:33]=[CH:32][CH:31]=1.C[CH2:37][O:38]C(/N=N/C(OCC)=O)=O.[CH3:48][O:49][C:50](=[O:76])[C@@H:51]([NH:60][C:61]1[CH:66]=[CH:65][CH:64]=[CH:63][C:62]=1OC(=O)C1C=CC=CC=1)[CH2:52][C:53]1[CH:58]=[CH:57][C:56](O)=[CH:55][CH:54]=1, predict the reaction product. The product is: [CH3:48][O:49][C:50](=[O:76])[C@@H:51]([NH:60][C:61]1[CH:66]=[CH:65][CH:64]=[CH:63][C:62]=1[C:37](=[O:38])[C:30]1[CH:31]=[CH:32][CH:33]=[CH:34][CH:35]=1)[CH2:52][C:53]1[CH:54]=[CH:55][C:56]([O:16][CH2:15][CH2:14][N:12]2[C:13]3[CH:1]=[N:2][CH:3]=[CH:4][C:5]=3[C:6]3[C:11]2=[CH:10][CH:9]=[CH:8][CH:7]=3)=[CH:57][CH:58]=1.